From a dataset of Peptide-MHC class II binding affinity with 134,281 pairs from IEDB. Regression. Given a peptide amino acid sequence and an MHC pseudo amino acid sequence, predict their binding affinity value. This is MHC class II binding data. (1) The peptide sequence is AAAQASAAAAAYEAA. The MHC is HLA-DPA10201-DPB11401 with pseudo-sequence HLA-DPA10201-DPB11401. The binding affinity (normalized) is 0.0284. (2) The peptide sequence is QYFAHYCRKYAPLYAAEAKR. The MHC is DRB1_0401 with pseudo-sequence DRB1_0401. The binding affinity (normalized) is 0.520. (3) The peptide sequence is RVPLTSNNGIKQQGI. The MHC is DRB1_1101 with pseudo-sequence DRB1_1101. The binding affinity (normalized) is 0.406. (4) The peptide sequence is YTTEGGTKGEAKDVI. The MHC is HLA-DQA10401-DQB10402 with pseudo-sequence HLA-DQA10401-DQB10402. The binding affinity (normalized) is 0.0221. (5) The peptide sequence is NTSYRLISCNTSVI. The MHC is HLA-DPA10301-DPB10402 with pseudo-sequence HLA-DPA10301-DPB10402. The binding affinity (normalized) is 0.370. (6) The peptide sequence is QKISKYFNSRLFG. The MHC is DRB5_0101 with pseudo-sequence DRB5_0101. The binding affinity (normalized) is 0.218.